The task is: Predict the reactants needed to synthesize the given product.. This data is from Full USPTO retrosynthesis dataset with 1.9M reactions from patents (1976-2016). (1) Given the product [CH2:1]([CH:8]1[CH2:17][C:16]2[C:11](=[CH:12][CH:13]=[CH:14][CH:15]=2)[CH2:10][NH:9]1)[C:2]1[CH:3]=[CH:4][CH:5]=[CH:6][CH:7]=1, predict the reactants needed to synthesize it. The reactants are: [CH2:1]([C:8]1[N:9]=[CH:10][C:11]2[C:16]([CH:17]=1)=[CH:15][CH:14]=[CH:13][CH:12]=2)[C:2]1[CH:7]=[CH:6][CH:5]=[CH:4][CH:3]=1.[BH4-].[Na+].O. (2) Given the product [Cl:30][C:26]1[CH:27]=[C:28]2[C:23](=[CH:24][CH:25]=1)[NH:22][C:21](=[O:31])[C:20]([C@@H:18]([NH:17][C:2]1[N:7]=[C:6]([CH2:8][N:9]([CH:13]3[CH2:15][CH2:14]3)[C:10](=[O:12])[CH3:11])[CH:5]=[CH:4][N:3]=1)[CH3:19])=[CH:29]2, predict the reactants needed to synthesize it. The reactants are: Cl[C:2]1[N:7]=[C:6]([CH2:8][N:9]([CH:13]2[CH2:15][CH2:14]2)[C:10](=[O:12])[CH3:11])[CH:5]=[CH:4][N:3]=1.Cl.[NH2:17][C@H:18]([C:20]1[C:21](=[O:31])[NH:22][C:23]2[C:28]([CH:29]=1)=[CH:27][C:26]([Cl:30])=[CH:25][CH:24]=2)[CH3:19].CCN(C(C)C)C(C)C.O. (3) Given the product [CH2:18]([O:17][C:15](=[O:16])[CH2:14][CH:13]([C:9]1[C:8]2[C:12](=[C:4]([CH2:3][S:2][CH3:1])[CH:5]=[CH:6][CH:7]=2)[N:11]([C:30]([O:32][C:33]([CH3:36])([CH3:35])[CH3:34])=[O:31])[CH:10]=1)[C:20]1[CH:21]=[CH:22][C:23]([C:26]([F:27])([F:28])[F:29])=[CH:24][CH:25]=1)[CH3:19], predict the reactants needed to synthesize it. The reactants are: [CH3:1][S:2][CH2:3][C:4]1[CH:5]=[CH:6][CH:7]=[C:8]2[C:12]=1[NH:11][CH:10]=[C:9]2[CH:13]([C:20]1[CH:25]=[CH:24][C:23]([C:26]([F:29])([F:28])[F:27])=[CH:22][CH:21]=1)[CH2:14][C:15]([O:17][CH2:18][CH3:19])=[O:16].[C:30](O[C:30]([O:32][C:33]([CH3:36])([CH3:35])[CH3:34])=[O:31])([O:32][C:33]([CH3:36])([CH3:35])[CH3:34])=[O:31].O. (4) Given the product [Br:14][C:4]1[CH:6]=[C:7]([F:9])[CH:8]=[C:2]([F:1])[C:3]=1[C:10]([F:13])([F:12])[F:11], predict the reactants needed to synthesize it. The reactants are: [F:1][C:2]1[C:3]([C:10]([F:13])([F:12])[F:11])=[C:4]([CH:6]=[C:7]([F:9])[CH:8]=1)N.[BrH:14].N([O-])=O.[Na+].